Dataset: Full USPTO retrosynthesis dataset with 1.9M reactions from patents (1976-2016). Task: Predict the reactants needed to synthesize the given product. (1) Given the product [C:15]([NH:1][CH:2]([C:8]#[N:9])[C:3]([O:5][CH2:6][CH3:7])=[O:4])(=[O:22])[C:16]1[CH:21]=[CH:20][CH:19]=[CH:18][CH:17]=1, predict the reactants needed to synthesize it. The reactants are: [NH2:1][CH:2]([C:8]#[N:9])[C:3]([O:5][CH2:6][CH3:7])=[O:4].C([O-])(O)=O.[Na+].[C:15](Cl)(=[O:22])[C:16]1[CH:21]=[CH:20][CH:19]=[CH:18][CH:17]=1. (2) Given the product [CH3:15][O:14][N:16]=[CH:9][C:8]1[CH:11]=[CH:12][C:5]([NH:4][C:1](=[O:3])[CH3:2])=[CH:6][CH:7]=1, predict the reactants needed to synthesize it. The reactants are: [C:1]([NH:4][C:5]1[CH:12]=[CH:11][C:8]([CH:9]=O)=[CH:7][CH:6]=1)(=[O:3])[CH3:2].Cl.[O:14]([NH2:16])[CH3:15]. (3) Given the product [ClH:1].[NH2:9][CH2:10][CH2:11][NH:12][C:13]([CH3:19])([CH3:20])[C:14]([O:16][CH2:17][CH3:18])=[O:15], predict the reactants needed to synthesize it. The reactants are: [ClH:1].C(OC([NH:9][CH2:10][CH2:11][NH:12][C:13]([CH3:20])([CH3:19])[C:14]([O:16][CH2:17][CH3:18])=[O:15])=O)(C)(C)C.